From a dataset of HIV replication inhibition screening data with 41,000+ compounds from the AIDS Antiviral Screen. Binary Classification. Given a drug SMILES string, predict its activity (active/inactive) in a high-throughput screening assay against a specified biological target. The molecule is CN(C)CCCNC(=O)c1cc(NC(=O)c2cc(NC(=O)c3cc(NC(=O)c4ccnc(C(=O)Nc5cc(C(=O)Nc6cc(C(=O)Nc7cc(C(=O)NCCCN(C)C)n(C)c7)n(C)c6)n(C)c5)c4)cn3C)cn2C)cn1C. The result is 0 (inactive).